Dataset: Forward reaction prediction with 1.9M reactions from USPTO patents (1976-2016). Task: Predict the product of the given reaction. (1) Given the reactants Br[C:2]1[CH:20]=[CH:19][C:5]2[NH:6][C:7]([C:9]3[CH2:13][C:12]4([CH2:18][CH2:17][CH2:16][CH2:15][CH2:14]4)[O:11][N:10]=3)=[N:8][C:4]=2[CH:3]=1.[CH3:21][C:22]1([CH3:32])[O:26]B(O)[C:24]2[CH:28]=[CH:29][CH:30]=[CH:31][C:23]1=2.C(Cl)Cl, predict the reaction product. The product is: [O:11]1[C:12]2([CH2:18][CH2:17][CH2:16][CH2:15][CH2:14]2)[CH2:13][C:9]([C:7]2[NH:6][C:5]3[CH:19]=[CH:20][C:2]([C:24]4[CH:28]=[CH:29][CH:30]=[CH:31][C:23]=4[C:22]([OH:26])([CH3:32])[CH3:21])=[CH:3][C:4]=3[N:8]=2)=[N:10]1. (2) Given the reactants COC1C=CC(C[N:8]2[C:12]3=[N:13][CH:14]=[CH:15][C:16]([O:17][C:18]4[CH:23]=[CH:22][C:21]([NH:24][C:25]([C:27]56[CH2:32][CH:31]5[CH2:30][N:29]([C:33]5[CH:38]=[CH:37][C:36]([F:39])=[CH:35][CH:34]=5)[C:28]6=[O:40])=[O:26])=[CH:20][C:19]=4[F:41])=[C:11]3[C:10]([N:42]3[CH2:47][CH2:46][CH:45]([N:48]([CH3:50])[CH3:49])[CH2:44][CH2:43]3)=[N:9]2)=CC=1, predict the reaction product. The product is: [CH3:49][N:48]([CH3:50])[CH:45]1[CH2:46][CH2:47][N:42]([C:10]2[C:11]3[C:12](=[N:13][CH:14]=[CH:15][C:16]=3[O:17][C:18]3[CH:23]=[CH:22][C:21]([NH:24][C:25]([C:27]45[CH2:32][CH:31]4[CH2:30][N:29]([C:33]4[CH:34]=[CH:35][C:36]([F:39])=[CH:37][CH:38]=4)[C:28]5=[O:40])=[O:26])=[CH:20][C:19]=3[F:41])[NH:8][N:9]=2)[CH2:43][CH2:44]1.